Dataset: Catalyst prediction with 721,799 reactions and 888 catalyst types from USPTO. Task: Predict which catalyst facilitates the given reaction. (1) Reactant: F[B-](F)(F)F.[Cl:6][C:7]1[CH:8]=[C:9]2[C:15]3[CH2:16][CH2:17][NH+:18]4[CH:23]([C:14]=3[NH:13][C:10]2=[CH:11][CH:12]=1)[CH2:22][CH2:21][CH2:20][CH2:19]4.[OH-].[Na+]. Product: [Cl:6][C:7]1[CH:8]=[C:9]2[C:15]3[CH2:16][CH2:17][N:18]4[C:23]([C:14]=3[NH:13][C:10]2=[CH:11][CH:12]=1)=[CH:22][CH2:21][CH2:20][CH2:19]4. The catalyst class is: 24. (2) The catalyst class is: 1. Reactant: [CH2:1]([O:3][C:4](=[O:31])[CH2:5][C:6]1[CH:7]=[C:8]([C:14]2[CH:19]=[CH:18][C:17]([C:20]([F:23])([F:22])[F:21])=[CH:16][C:15]=2[CH2:24][N:25]([C:28](=[O:30])[CH3:29])[CH2:26][CH3:27])[C:9]([O:12][CH3:13])=[CH:10][CH:11]=1)[CH3:2].IC.[CH3:34][Si](C)(C)[N-][Si](C)(C)C.[Na+]. Product: [CH2:1]([O:3][C:4](=[O:31])[CH:5]([C:6]1[CH:7]=[C:8]([C:14]2[CH:19]=[CH:18][C:17]([C:20]([F:22])([F:23])[F:21])=[CH:16][C:15]=2[CH2:24][N:25]([C:28](=[O:30])[CH3:29])[CH2:26][CH3:27])[C:9]([O:12][CH3:13])=[CH:10][CH:11]=1)[CH3:34])[CH3:2]. (3) The catalyst class is: 2. Reactant: [CH3:1][O:2][C:3]1[CH:8]=[CH:7][C:6]([O:9][CH3:10])=[CH:5][C:4]=1[S:11][C:12]1[N:13]([CH2:22][CH2:23][CH2:24][CH3:25])[C:14]2[N:15]=[CH:16][NH:17][C:18](=[O:21])[C:19]=2[N:20]=1.C(N(C(C)C)CC)(C)C.[CH3:35][O:36][CH2:37][CH2:38][O:39][CH2:40]Cl.O. Product: [CH3:35][O:36][CH2:37][CH2:38][O:39][CH2:40][N:17]1[C:18](=[O:21])[C:19]2[N:20]=[C:12]([S:11][C:4]3[CH:5]=[C:6]([O:9][CH3:10])[CH:7]=[CH:8][C:3]=3[O:2][CH3:1])[N:13]([CH2:22][CH2:23][CH2:24][CH3:25])[C:14]=2[N:15]=[CH:16]1. (4) Reactant: [F:1][C:2]1[CH:7]=[CH:6][CH:5]=[C:4]([NH:8][C:9]2[CH:14]=[CH:13][CH:12]=[CH:11][C:10]=2[F:15])[C:3]=1[NH2:16].[C:17](C1NC=CN=1)(C1NC=CN=1)=[O:18]. The catalyst class is: 7. Product: [F:1][C:2]1[C:3]2[NH:16][C:17](=[O:18])[N:8]([C:9]3[CH:14]=[CH:13][CH:12]=[CH:11][C:10]=3[F:15])[C:4]=2[CH:5]=[CH:6][CH:7]=1. (5) Reactant: Cl.[NH2:2][C@@H:3]([CH2:11][C:12]1[CH:17]=[CH:16][C:15]([O:18][CH2:19][C:20]2[CH:25]=[CH:24][CH:23]=[CH:22][CH:21]=2)=[CH:14][CH:13]=1)[C:4]([NH:6][C:7]([CH3:10])([CH3:9])[CH3:8])=[O:5].[NH:26]([C:34]([O:36][C:37]([CH3:40])([CH3:39])[CH3:38])=[O:35])[C@H:27]([CH:32]=O)[CH2:28][CH:29]([CH3:31])[CH3:30].C(O[BH-](OC(=O)C)OC(=O)C)(=O)C.[Na+].C([O-])(O)=O.[Na+]. Product: [C:37]([O:36][C:34](=[O:35])[NH:26][CH:27]([CH2:32][NH:2][CH:3]([C:4](=[O:5])[NH:6][C:7]([CH3:8])([CH3:10])[CH3:9])[CH2:11][C:12]1[CH:13]=[CH:14][C:15]([O:18][CH2:19][C:20]2[CH:25]=[CH:24][CH:23]=[CH:22][CH:21]=2)=[CH:16][CH:17]=1)[CH2:28][CH:29]([CH3:30])[CH3:31])([CH3:40])([CH3:39])[CH3:38]. The catalyst class is: 2.